The task is: Predict which catalyst facilitates the given reaction.. This data is from Catalyst prediction with 721,799 reactions and 888 catalyst types from USPTO. (1) Reactant: CC1(C)C(C)(C)[O:5][B:4]([C:9]2[CH:14]=[CH:13][C:12]([S:15][C:16]([F:19])([F:18])[F:17])=[CH:11][CH:10]=2)[O:3]1.I([O-])(=O)(=O)=O.[Na+].Cl. Product: [F:19][C:16]([S:15][C:12]1[CH:11]=[CH:10][C:9]([B:4]([OH:5])[OH:3])=[CH:14][CH:13]=1)([F:18])[F:17]. The catalyst class is: 20. (2) Reactant: [CH2:1]=[C:2]([CH2:6][C:7](=O)[C:8]1[CH:13]=[CH:12][CH:11]=[CH:10][CH:9]=1)[C:3](O)=[O:4].[NH2:15][NH2:16]. Product: [CH3:1][C:2]1[CH:6]=[C:7]([C:8]2[CH:13]=[CH:12][CH:11]=[CH:10][CH:9]=2)[N:16]=[N:15][C:3]=1[OH:4]. The catalyst class is: 5. (3) Reactant: [Cl:1][C:2]1[CH:7]=[CH:6][CH:5]=[C:4]([Cl:8])[C:3]=1[C:9]1[C:25](=[O:26])[N:24]([CH3:27])[C:12]2[N:13]=[C:14]([NH:17][C:18]3[CH:23]=[CH:22][N:21]=[CH:20][CH:19]=3)[N:15]=[CH:16][C:11]=2[CH:10]=1.[CH3:28]CN(CCOC1C=CC(NC2N=C3C(C=C(C4C(Cl)=CC=CC=4Cl)C(N3C)=O)=CN=2)=CC=1)CC.C1COCC1.[Br:68]C[C:70]1[N:71]([CH3:78])[CH:72]=[C:73]([N+:75]([O-:77])=[O:76])[N:74]=1. Product: [Br-:68].[Cl:8][C:4]1[CH:5]=[CH:6][CH:7]=[C:2]([Cl:1])[C:3]=1[C:9]1[C:25](=[O:26])[N:24]([CH3:27])[C:12]2[N:13]=[C:14]([NH:17][C:18]3[CH:23]=[CH:22][N+:21]([CH2:28][C:72]4[N:71]([CH3:78])[CH:70]=[N:74][C:73]=4[N+:75]([O-:77])=[O:76])=[CH:20][CH:19]=3)[N:15]=[CH:16][C:11]=2[CH:10]=1. The catalyst class is: 37. (4) Reactant: Br[CH2:2][CH2:3][O:4][C:5]1[CH:6]=[CH:7][C:8]([N:11]2[CH:15]=[CH:14][C:13]([C@H:16]([C:18]3[CH:27]=[CH:26][C:21]4[NH:22][C:23](=[O:25])[S:24][C:20]=4[CH:19]=3)[CH3:17])=[N:12]2)=[N:9][CH:10]=1.C(=O)([O-])[O-].[K+].[K+].[NH:34]1[CH2:39][CH2:38][O:37][CH2:36][CH2:35]1.CCOC(C)=O.[Cl-:46].[Na+].O. Product: [ClH:46].[O:37]1[CH2:38][CH2:39][N:34]([CH2:2][CH2:3][O:4][C:5]2[CH:6]=[CH:7][C:8]([N:11]3[CH:15]=[CH:14][C:13]([C@H:16]([C:18]4[CH:27]=[CH:26][C:21]5[NH:22][C:23](=[O:25])[S:24][C:20]=5[CH:19]=4)[CH3:17])=[N:12]3)=[N:9][CH:10]=2)[CH2:35][CH2:36]1. The catalyst class is: 38. (5) Reactant: [NH2:1][C:2]1[CH:3]=[C:4]([C:8]2[C:12]([C:13]3[CH:18]=[CH:17][N:16]=[C:15]([NH2:19])[N:14]=3)=[CH:11][N:10]([CH2:20][C:21]3[CH:26]=[CH:25][C:24]([O:27][CH3:28])=[CH:23][CH:22]=3)[N:9]=2)[CH:5]=[CH:6][CH:7]=1.[F:29][C:30]([F:41])([F:40])[C:31]1[CH:36]=[CH:35][C:34]([N:37]=[C:38]=[O:39])=[CH:33][CH:32]=1.[Na]. Product: [NH2:19][C:15]1[N:14]=[C:13]([C:12]2[C:8]([C:4]3[CH:3]=[C:2]([NH:1][C:38]([NH:37][C:34]4[CH:33]=[CH:32][C:31]([C:30]([F:29])([F:40])[F:41])=[CH:36][CH:35]=4)=[O:39])[CH:7]=[CH:6][CH:5]=3)=[N:9][N:10]([CH2:20][C:21]3[CH:22]=[CH:23][C:24]([O:27][CH3:28])=[CH:25][CH:26]=3)[CH:11]=2)[CH:18]=[CH:17][N:16]=1. The catalyst class is: 9. (6) Reactant: [CH3:1][C:2]1([CH3:10])[CH2:8][C:7](=[O:9])[O:6][C:4](=[O:5])[CH2:3]1.[CH2:11]1[CH2:16][CH2:15][CH2:14][CH2:13][CH2:12]1.[C:17]([O:20]CC)(=[O:19])C. Product: [O:19]1[C:12]2[CH:13]=[CH:14][C:15]([C:7](=[O:9])[CH2:8][C:2]([CH3:1])([CH3:10])[CH2:3][C:4]([OH:6])=[O:5])=[CH:16][C:11]=2[O:20][CH2:17]1. The catalyst class is: 7. (7) Reactant: [CH3:1][C:2]([N:6]1[CH:10]=[C:9]([N+:11]([O-])=O)[CH:8]=[N:7]1)([CH3:5])[CH2:3][OH:4]. Product: [NH2:11][C:9]1[CH:8]=[N:7][N:6]([C:2]([CH3:5])([CH3:1])[CH2:3][OH:4])[CH:10]=1. The catalyst class is: 178. (8) Reactant: [C:1]([C:3]1[CH:11]=[C:7]([C:8]([OH:10])=[O:9])[C:6]([OH:12])=[CH:5][CH:4]=1)#[N:2].[C:13](O)([C:15](F)(F)F)=O.[C:20](OC(C(F)(F)F)=O)(C(F)(F)F)=O. Product: [CH3:20][C:13]1([CH3:15])[O:12][C:6]2[CH:5]=[CH:4][C:3]([C:1]#[N:2])=[CH:11][C:7]=2[C:8](=[O:10])[O:9]1. The catalyst class is: 21. (9) Reactant: [CH3:1][CH:2]([C:4]1[N:8]([CH2:9][CH2:10][C@@H:11]([OH:19])[CH2:12][C@@H:13]([OH:18])[CH2:14][C:15]([O-:17])=[O:16])[C:7]([C:20]2[CH:21]=[CH:22][C:23]([F:26])=[CH:24][CH:25]=2)=[C:6]([C:27]2[CH:28]=[CH:29][CH:30]=[CH:31][CH:32]=2)[C:5]=1[C:33]([NH:35][C:36]1[CH:37]=[CH:38][CH:39]=[CH:40][CH:41]=1)=[O:34])[CH3:3].[CH3:3][CH:2]([C:4]1[N:8]([CH2:9][CH2:10][C@@H:11]([OH:19])[CH2:12][C@@H:13]([OH:18])[CH2:14][C:15]([O-:17])=[O:16])[C:7]([C:20]2[CH:25]=[CH:24][C:23]([F:26])=[CH:22][CH:21]=2)=[C:6]([C:27]2[CH:32]=[CH:31][CH:30]=[CH:29][CH:28]=2)[C:5]=1[C:33]([NH:35][C:36]1[CH:41]=[CH:40][CH:39]=[CH:38][CH:37]=1)=[O:34])[CH3:1].[Ca+2]. Product: [CH3:3][CH:2]([C:4]1[N:8]([CH2:9][CH2:10][C@@H:11]([OH:19])[CH2:12][C@@H:13]([OH:18])[CH2:14][C:15]([OH:17])=[O:16])[C:7]([C:20]2[CH:25]=[CH:24][C:23]([F:26])=[CH:22][CH:21]=2)=[C:6]([C:27]2[CH:32]=[CH:31][CH:30]=[CH:29][CH:28]=2)[C:5]=1[C:33]([NH:35][C:36]1[CH:41]=[CH:40][CH:39]=[CH:38][CH:37]=1)=[O:34])[CH3:1]. The catalyst class is: 5.